This data is from Full USPTO retrosynthesis dataset with 1.9M reactions from patents (1976-2016). The task is: Predict the reactants needed to synthesize the given product. (1) Given the product [OH:11][C:12]1[CH:13]=[CH:14][C:15]([C@@H:23]([OH:46])[CH2:24][NH:25][CH2:26][C:27]2([CH2:44][OH:45])[CH2:32][CH2:31][N:30]([CH2:33][CH2:34][O:35][CH2:36][CH2:37][C:38]3[CH:39]=[CH:40][CH:41]=[CH:42][CH:43]=3)[CH2:29][CH2:28]2)=[C:16]2[C:21]=1[NH:20][C:19](=[O:22])[CH:18]=[CH:17]2, predict the reactants needed to synthesize it. The reactants are: C(Cl)Cl.C([O:11][C:12]1[CH:13]=[CH:14][C:15]([C@@H:23]([OH:46])[CH2:24][NH:25][CH2:26][C:27]2([CH2:44][OH:45])[CH2:32][CH2:31][N:30]([CH2:33][CH2:34][O:35][CH2:36][CH2:37][C:38]3[CH:43]=[CH:42][CH:41]=[CH:40][CH:39]=3)[CH2:29][CH2:28]2)=[C:16]2[C:21]=1[NH:20][C:19](=[O:22])[CH:18]=[CH:17]2)C1C=CC=CC=1. (2) Given the product [CH2:59]([O:58][C:56](=[O:57])[NH:47][CH:48]([C:6]([N:8]1[CH2:12][CH:11]([F:13])[CH:10]2[O:14][CH2:15][C:16](=[O:17])[CH:9]12)=[O:7])[CH2:49][CH:50]([CH3:51])[CH3:52])[C:60]1[CH:65]=[CH:64][CH:63]=[CH:62][CH:61]=1, predict the reactants needed to synthesize it. The reactants are: C(O[C:6]([N:8]1[CH2:12][CH:11]([F:13])[CH:10]2[O:14][CH2:15][CH:16]([OH:17])[CH:9]12)=[O:7])(C)(C)C.C(O)(C(F)(F)F)=O.CCN=C=NCCCN(C)C.Cl.C1C=CC2N(O)N=NC=2C=1.[NH:47]([C:56]([O:58][CH2:59][C:60]1[CH:65]=[CH:64][CH:63]=[CH:62][CH:61]=1)=[O:57])[C@H:48](C(O)=O)[CH2:49][CH:50]([CH3:52])[CH3:51].CCN(CC)CC.C(OC(=O)NC(C(N1CC(F)C2OCC(O)C12)=O)CC(C)C)C1C=CC=CC=1.CC(OI1(OC(C)=O)(OC(C)=O)OC(=O)C2C=CC=CC1=2)=O. (3) Given the product [Br:16][C:15]1[S:14][C:13]([S:17]([N:30]2[CH2:31][CH:32]3[O:37][CH:28]([CH:34]([CH2:35][OH:36])[O:33]3)[CH2:29]2)(=[O:19])=[O:18])=[CH:12][C:11]=1[C:7]1[S:6][C:5]([NH:4][C:1](=[O:3])[CH3:2])=[N:9][C:8]=1[CH3:10], predict the reactants needed to synthesize it. The reactants are: [C:1]([NH:4][C:5]1[S:6][C:7]([C:11]2[CH:12]=[C:13]([S:17](Cl)(=[O:19])=[O:18])[S:14][C:15]=2[Br:16])=[C:8]([CH3:10])[N:9]=1)(=[O:3])[CH3:2].C(N(CC)CC)C.[CH:28]12[O:37][CH:32]([O:33][CH:34]1[CH2:35][OH:36])[CH2:31][NH:30][CH2:29]2. (4) Given the product [S:28]1[C:29]2[CH:34]=[CH:33][CH:32]=[CH:31][C:30]=2[C:26]([N:20]2[CH2:21][CH2:22][N:23]([CH2:2][C:3]([C:5]3[CH:6]=[C:7]4[C:11](=[CH:12][CH:13]=3)[C:10]([CH3:15])([CH3:14])[C:9](=[O:16])[C:8]4([CH3:18])[CH3:17])=[O:4])[CH2:24][CH2:25]2)=[N:27]1, predict the reactants needed to synthesize it. The reactants are: Cl[CH2:2][C:3]([C:5]1[CH:6]=[C:7]2[C:11](=[CH:12][CH:13]=1)[C:10]([CH3:15])([CH3:14])[C:9](=[O:16])[C:8]2([CH3:18])[CH3:17])=[O:4].Cl.[N:20]1([C:26]2[C:30]3[CH:31]=[CH:32][CH:33]=[CH:34][C:29]=3[S:28][N:27]=2)[CH2:25][CH2:24][NH:23][CH2:22][CH2:21]1.C(=O)([O-])[O-].[K+].[K+].[I-].[Na+]. (5) The reactants are: [CH:1]1[CH:2]=[CH:3][C:4]2[NH:11][C:9](=[O:10])[CH:8]=[C:7]([CH2:12][CH:13]([NH:17][C:18]([C:20]3[CH:21]=[CH:22][C:23]([Cl:26])=[CH:24][CH:25]=3)=[O:19])[C:14]([OH:16])=[O:15])[C:5]=2[CH:6]=1.Br[CH2:28][CH2:29][NH:30][C:31]([NH:33][C:34]1[CH:39]=[CH:38][CH:37]=[CH:36][CH:35]=1)=[O:32]. Given the product [Cl:26][C:23]1[CH:24]=[CH:25][C:20]([C:18]([NH:17][CH:13]([CH2:12][C:7]2[C:5]3[C:4](=[CH:3][CH:2]=[CH:1][CH:6]=3)[NH:11][C:9](=[O:10])[CH:8]=2)[C:14]([O:16][CH2:28][CH2:29][NH:30][C:31]([NH:33][C:34]2[CH:39]=[CH:38][CH:37]=[CH:36][CH:35]=2)=[O:32])=[O:15])=[O:19])=[CH:21][CH:22]=1, predict the reactants needed to synthesize it. (6) Given the product [CH3:1][CH:2]1[C:7]([CH:9]=[O:10])([CH3:8])[CH2:6][CH2:5][CH:4]=[CH:3]1.[O:12]1[CH2:13][CH2:14][NH:15][CH2:16]1.[CH3:11][O:12][C:13](=[O:21])[CH:14]([CH2:19][OH:20])[NH:15][CH:16]([CH3:18])[CH3:17], predict the reactants needed to synthesize it. The reactants are: [CH3:1][CH:2]1[C:7]([CH:9]=[O:10])([CH3:8])[CH2:6][CH2:5][CH:4]=[CH:3]1.[CH3:11][O:12][C:13](=[O:21])[CH:14]([CH2:19][OH:20])[NH:15][CH:16]([CH3:18])[CH3:17].ClC1C=CC=C(Cl)C=1C(O)=O.O. (7) Given the product [Br:29][C:11]1[C:12]([C:13]2[CH:18]=[CH:17][N:16]=[CH:15][CH:14]=2)=[C:8]([C:5]2[CH:4]=[CH:3][C:2]([F:1])=[CH:7][CH:6]=2)[N:9]([Si:19]([CH:23]([CH3:25])[CH3:24])([CH:26]([CH3:28])[CH3:27])[CH:20]([CH3:21])[CH3:22])[CH:10]=1, predict the reactants needed to synthesize it. The reactants are: [F:1][C:2]1[CH:7]=[CH:6][C:5]([C:8]2[N:9]([Si:19]([CH:26]([CH3:28])[CH3:27])([CH:23]([CH3:25])[CH3:24])[CH:20]([CH3:22])[CH3:21])[CH:10]=[CH:11][C:12]=2[C:13]2[CH:18]=[CH:17][N:16]=[CH:15][CH:14]=2)=[CH:4][CH:3]=1.[Br:29]N1C(=O)CCC1=O.CCCCCC. (8) Given the product [C:29]([O:15][C:14]1[C:13]([CH3:16])=[C:12]([C:17]2[O:18][C:19]3[CH:25]=[CH:24][C:23]([CH:26]=[O:27])=[CH:22][C:20]=3[CH:21]=2)[O:11][C:10](=[O:28])[C:9]=1[CH3:8])(=[O:31])[CH3:30], predict the reactants needed to synthesize it. The reactants are: CCN(CC)CC.[CH3:8][C:9]1[C:10](=[O:28])[O:11][C:12]([C:17]2[O:18][C:19]3[CH:25]=[CH:24][C:23]([CH:26]=[O:27])=[CH:22][C:20]=3[CH:21]=2)=[C:13]([CH3:16])[C:14]=1[OH:15].[C:29](Cl)(=[O:31])[CH3:30].O. (9) Given the product [CH:8]1([N:14]2[CH2:19][CH2:18][N:17]([C:33]([O:32][C:29]([CH3:31])([CH3:30])[CH3:28])=[O:34])[CH2:16][C:15]2=[O:20])[CH2:9][CH2:10][CH2:11][CH2:12][CH2:13]1, predict the reactants needed to synthesize it. The reactants are: FC(F)(F)C([O-])=O.[CH:8]1([N:14]2[CH2:19][CH2:18][NH2+:17][CH2:16][C:15]2=[O:20])[CH2:13][CH2:12][CH2:11][CH2:10][CH2:9]1.CCN(CC)CC.[CH3:28][C:29]([O:32][C:33](O[C:33]([O:32][C:29]([CH3:31])([CH3:30])[CH3:28])=[O:34])=[O:34])([CH3:31])[CH3:30].N.CO. (10) Given the product [Cl:10][C:11]1[CH:27]=[CH:26][C:14]([C:15]2[CH:20]=[CH:19][C:18]([CH2:24][CH3:25])=[C:17]([C:2]3[C:3](=[O:9])[CH2:4][CH2:5][C:6]=3[O:7][CH3:8])[CH:16]=2)=[CH:13][CH:12]=1, predict the reactants needed to synthesize it. The reactants are: Br[C:2]1[C:3](=[O:9])[CH2:4][CH2:5][C:6]=1[O:7][CH3:8].[Cl:10][C:11]1[CH:27]=[CH:26][C:14]([C:15]2[CH:16]=[CH:17][C:18]([CH2:24][CH3:25])=[C:19](B(O)O)[CH:20]=2)=[CH:13][CH:12]=1.P([O-])([O-])([O-])=O.[K+].[K+].[K+].